Dataset: Forward reaction prediction with 1.9M reactions from USPTO patents (1976-2016). Task: Predict the product of the given reaction. (1) Given the reactants C[O:2][C:3]([C:5]1[CH:6]=[C:7]([Cl:30])[CH:8]=[C:9]2[C:14]=1[NH:13][CH:12]([C:15]1[CH:20]=[CH:19][CH:18]=[C:17]([N:21]3[CH2:26][CH2:25][N:24]([CH3:27])[CH2:23][CH2:22]3)[CH:16]=1)[C:11]([CH3:29])([CH3:28])[CH2:10]2)=[O:4].[OH-].[Na+].Cl, predict the reaction product. The product is: [Cl:30][C:7]1[CH:8]=[C:9]2[C:14](=[C:5]([C:3]([OH:4])=[O:2])[CH:6]=1)[NH:13][CH:12]([C:15]1[CH:20]=[CH:19][CH:18]=[C:17]([N:21]3[CH2:26][CH2:25][N:24]([CH3:27])[CH2:23][CH2:22]3)[CH:16]=1)[C:11]([CH3:29])([CH3:28])[CH2:10]2. (2) Given the reactants C(Cl)(=O)C(Cl)=O.[Br:7][C:8]1[S:9][C:10]([C:14]([OH:16])=O)=[C:11]([CH3:13])[N:12]=1.Cl.[NH:18]1[CH2:21][CH2:20][CH2:19]1.C(N(CC)CC)C, predict the reaction product. The product is: [N:18]1([C:14]([C:10]2[S:9][C:8]([Br:7])=[N:12][C:11]=2[CH3:13])=[O:16])[CH2:21][CH2:20][CH2:19]1. (3) Given the reactants [CH3:1][S:2]([C:5]1[CH:6]=[N:7][C:8]2[C:13]([C:14]=1[C:15]1[CH:20]=[CH:19][CH:18]=[CH:17][CH:16]=1)=[CH:12][C:11]([CH:21]=[C:22]1[S:26][C:25](SC)=[N:24][C:23]1=[O:29])=[CH:10][CH:9]=2)(=[O:4])=[O:3].[NH3:30], predict the reaction product. The product is: [NH2:30][C:25]1[S:26]/[C:22](=[CH:21]\[C:11]2[CH:12]=[C:13]3[C:8](=[CH:9][CH:10]=2)[N:7]=[CH:6][C:5]([S:2]([CH3:1])(=[O:4])=[O:3])=[C:14]3[C:15]2[CH:16]=[CH:17][CH:18]=[CH:19][CH:20]=2)/[C:23](=[O:29])[N:24]=1. (4) Given the reactants [CH3:1][O:2][C:3](=[O:31])[CH2:4][CH2:5][CH2:6][CH2:7][CH2:8][NH:9][C:10]1[CH:30]=[CH:29][C:13]2[N:14]([C:23]3[CH:28]=[CH:27][CH:26]=[CH:25][CH:24]=3)[C:15]([C:17]3[CH:22]=[CH:21][CH:20]=[CH:19][CH:18]=3)=[N:16][C:12]=2[CH:11]=1.[Cl:32][C:33]1[CH:38]=[CH:37][C:36]([S:39](Cl)(=[O:41])=[O:40])=[CH:35][CH:34]=1, predict the reaction product. The product is: [CH3:1][O:2][C:3](=[O:31])[CH2:4][CH2:5][CH2:6][CH2:7][CH2:8][N:9]([S:39]([C:36]1[CH:37]=[CH:38][C:33]([Cl:32])=[CH:34][CH:35]=1)(=[O:41])=[O:40])[C:10]1[CH:30]=[CH:29][C:13]2[N:14]([C:23]3[CH:28]=[CH:27][CH:26]=[CH:25][CH:24]=3)[C:15]([C:17]3[CH:18]=[CH:19][CH:20]=[CH:21][CH:22]=3)=[N:16][C:12]=2[CH:11]=1. (5) Given the reactants Cl[C:2]1[NH:3][C:4](=[O:13])[C:5]2[C:10]([CH:11]=1)=[C:9]([F:12])[CH:8]=[CH:7][CH:6]=2.[OH:14][CH2:15][CH:16]1[CH2:21][NH:20][CH2:19][CH2:18][N:17]1[CH3:22], predict the reaction product. The product is: [F:12][C:9]1[CH:8]=[CH:7][CH:6]=[C:5]2[C:10]=1[CH:11]=[C:2]([N:20]1[CH2:19][CH2:18][N:17]([CH3:22])[CH:16]([CH2:15][OH:14])[CH2:21]1)[NH:3][C:4]2=[O:13]. (6) Given the reactants [N:1]([CH:4]1[CH:8]([OH:9])[CH2:7][N:6]([C:10]([O:12][C:13]([CH3:16])([CH3:15])[CH3:14])=[O:11])[CH2:5]1)=[N+:2]=[N-:3].CC(OI1(OC(C)=O)(OC(C)=O)OC(=O)C2C=CC=CC1=2)=O.C(=O)(O)[O-].[Na+].S([O-])([O-])(=O)=S.[Na+].[Na+], predict the reaction product. The product is: [N:1]([CH:4]1[C:8](=[O:9])[CH2:7][N:6]([C:10]([O:12][C:13]([CH3:16])([CH3:15])[CH3:14])=[O:11])[CH2:5]1)=[N+:2]=[N-:3]. (7) Given the reactants BrC1C=CC(CC[C@@](C)(S(C)(=O)=O)C(O)=O)=CC=1.O1CCCCC1ON.[Br:27][C:28]1[CH:33]=[CH:32][C:31]([CH2:34][CH2:35][C:36]([CH3:51])([S:47]([CH3:50])(=[O:49])=[O:48])[C:37]([NH:39][O:40][CH:41]2[CH2:46][CH2:45][CH2:44][CH2:43][O:42]2)=[O:38])=[CH:30][CH:29]=1, predict the reaction product. The product is: [Br:27][C:28]1[CH:33]=[CH:32][C:31]([CH2:34][CH2:35][C@@:36]([CH3:51])([S:47]([CH3:50])(=[O:49])=[O:48])[C:37]([NH:39][O:40][CH:41]2[CH2:46][CH2:45][CH2:44][CH2:43][O:42]2)=[O:38])=[CH:30][CH:29]=1. (8) Given the reactants CC1C=CC(S(O[CH2:12][CH:13]([CH2:24][OH:25])[CH2:14][CH2:15][O:16][C:17]2[CH:22]=[CH:21][C:20]([Br:23])=[CH:19][CH:18]=2)(=O)=O)=CC=1.C([Li])CCC, predict the reaction product. The product is: [Br:23][C:20]1[CH:19]=[CH:18][C:17]([O:16][CH2:15][CH2:14][CH:13]2[CH2:12][O:25][CH2:24]2)=[CH:22][CH:21]=1. (9) The product is: [CH3:24][O:25][C:26]([CH:28]1[CH2:33][CH2:32][CH:31]([C:34]([N:20]2[CH2:19][CH2:18][N:17]([C:14]3[CH:15]=[CH:16][C:11]([C:10](=[O:23])[NH:9][C:4]4[CH:5]=[CH:6][C:7]([CH3:8])=[C:2]([I:1])[CH:3]=4)=[CH:12][N:13]=3)[CH2:22][CH2:21]2)=[O:35])[CH2:30][CH2:29]1)=[O:27]. Given the reactants [I:1][C:2]1[CH:3]=[C:4]([NH:9][C:10](=[O:23])[C:11]2[CH:16]=[CH:15][C:14]([N:17]3[CH2:22][CH2:21][NH:20][CH2:19][CH2:18]3)=[N:13][CH:12]=2)[CH:5]=[CH:6][C:7]=1[CH3:8].[CH3:24][O:25][C:26]([C@H:28]1[CH2:33][CH2:32][C@H:31]([C:34](O)=[O:35])[CH2:30][CH2:29]1)=[O:27].COC(C1CCC(C(N2CCN(C3C=CC(C(=O)NC4C=CC=C(C(C)(C)C)C=4)=CN=3)CC2)=O)CC1)=O, predict the reaction product. (10) Given the reactants [Cl:1][C:2]1[N:7]=[C:6]([N:8]([CH3:13])[CH2:9][CH2:10][CH2:11][OH:12])[C:5]([CH3:14])=[CH:4][N:3]=1.O[C:16]1[CH:17]=[C:18]2[C:22](=[CH:23][CH:24]=1)[NH:21][CH:20]=[CH:19]2.C1(P(C2C=CC=CC=2)C2C=CC=CC=2)C=CC=CC=1.N(C(N1CCCCC1)=O)=NC(N1CCCCC1)=O, predict the reaction product. The product is: [Cl:1][C:2]1[N:7]=[C:6]([N:8]([CH2:9][CH2:10][CH2:11][O:12][C:16]2[CH:17]=[C:18]3[C:22](=[CH:23][CH:24]=2)[NH:21][CH:20]=[CH:19]3)[CH3:13])[C:5]([CH3:14])=[CH:4][N:3]=1.